From a dataset of NCI-60 drug combinations with 297,098 pairs across 59 cell lines. Regression. Given two drug SMILES strings and cell line genomic features, predict the synergy score measuring deviation from expected non-interaction effect. (1) Synergy scores: CSS=-6.03, Synergy_ZIP=4.24, Synergy_Bliss=1.39, Synergy_Loewe=-4.86, Synergy_HSA=-5.49. Drug 1: C1=CC(=CC=C1C#N)C(C2=CC=C(C=C2)C#N)N3C=NC=N3. Cell line: SW-620. Drug 2: COC1=C2C(=CC3=C1OC=C3)C=CC(=O)O2. (2) Drug 1: CNC(=O)C1=CC=CC=C1SC2=CC3=C(C=C2)C(=NN3)C=CC4=CC=CC=N4. Drug 2: C1=CC(=C2C(=C1NCCNCCO)C(=O)C3=C(C=CC(=C3C2=O)O)O)NCCNCCO. Cell line: NCI-H522. Synergy scores: CSS=63.0, Synergy_ZIP=9.76, Synergy_Bliss=11.0, Synergy_Loewe=-5.96, Synergy_HSA=13.0. (3) Drug 1: CC(C1=C(C=CC(=C1Cl)F)Cl)OC2=C(N=CC(=C2)C3=CN(N=C3)C4CCNCC4)N. Drug 2: CC1C(C(=O)NC(C(=O)N2CCCC2C(=O)N(CC(=O)N(C(C(=O)O1)C(C)C)C)C)C(C)C)NC(=O)C3=C4C(=C(C=C3)C)OC5=C(C(=O)C(=C(C5=N4)C(=O)NC6C(OC(=O)C(N(C(=O)CN(C(=O)C7CCCN7C(=O)C(NC6=O)C(C)C)C)C)C(C)C)C)N)C. Cell line: SK-MEL-5. Synergy scores: CSS=-0.233, Synergy_ZIP=7.32, Synergy_Bliss=11.1, Synergy_Loewe=4.78, Synergy_HSA=5.71. (4) Drug 1: CN1CCC(CC1)COC2=C(C=C3C(=C2)N=CN=C3NC4=C(C=C(C=C4)Br)F)OC. Drug 2: CN(C)N=NC1=C(NC=N1)C(=O)N. Cell line: OVCAR-5. Synergy scores: CSS=19.9, Synergy_ZIP=-1.78, Synergy_Bliss=2.14, Synergy_Loewe=-13.2, Synergy_HSA=1.58. (5) Drug 1: CN(C)N=NC1=C(NC=N1)C(=O)N. Drug 2: C1=NC2=C(N=C(N=C2N1C3C(C(C(O3)CO)O)O)F)N. Cell line: A498. Synergy scores: CSS=-0.220, Synergy_ZIP=-0.0530, Synergy_Bliss=-3.00, Synergy_Loewe=-4.67, Synergy_HSA=-4.48. (6) Drug 1: C1=CC(=CC=C1CCC2=CNC3=C2C(=O)NC(=N3)N)C(=O)NC(CCC(=O)O)C(=O)O. Drug 2: C1=CC(=CC=C1CC(C(=O)O)N)N(CCCl)CCCl.Cl. Cell line: OVCAR-5. Synergy scores: CSS=23.1, Synergy_ZIP=-2.66, Synergy_Bliss=6.14, Synergy_Loewe=-5.71, Synergy_HSA=4.50.